This data is from Reaction yield outcomes from USPTO patents with 853,638 reactions. The task is: Predict the reaction yield, written as a fraction of the theoretical maximum amount of product (1.0 means a 100% yield; for example, 0.34 means a 34% yield). (1) The reactants are C([O:4][CH2:5][CH2:6][CH:7]([C:9]1[S:10][C:11]([C:14]2[N:19]=[C:18]([NH:20][C:21]3[CH:25]=[C:24]([CH:26]4[CH2:28][CH2:27]4)[NH:23][N:22]=3)[C:17]([C:29]#[CH:30])=[CH:16][N:15]=2)=[CH:12][CH:13]=1)[OH:8])(=O)C.[OH-].[Na+].O. The catalyst is CO. The product is [CH:26]1([C:24]2[NH:23][N:22]=[C:21]([NH:20][C:18]3[C:17]([C:29]#[CH:30])=[CH:16][N:15]=[C:14]([C:11]4[S:10][C:9]([CH:7]([OH:8])[CH2:6][CH2:5][OH:4])=[CH:13][CH:12]=4)[N:19]=3)[CH:25]=2)[CH2:28][CH2:27]1. The yield is 0.713. (2) The yield is 0.580. The reactants are [CH3:1][O:2][C:3](=[O:13])[C:4]1[C:9]([O:10][CH3:11])=[CH:8][CH:7]=[CH:6][C:5]=1[OH:12].F[C:15]1[CH:20]=[CH:19][C:18]([F:21])=[CH:17][C:16]=1[N+:22]([O-:24])=[O:23].[CH3:25][O:26][C:27](=[O:45])[C:28]1[C:33]([O:34][CH3:35])=[CH:32][CH:31]=[CH:30][C:29]=1[O:36][C:37]1[CH:42]=[CH:41][C:40]([F:43])=[CH:39][C:38]=1[NH2:44].[NH2:46][C:47]1[S:48][CH:49]=[CH:50][N:51]=1. No catalyst specified. The product is [CH3:1][O:2][C:3](=[O:13])[C:4]1[C:9]([O:10][CH3:11])=[CH:8][CH:7]=[CH:6][C:5]=1[O:12][C:15]1[CH:20]=[CH:19][C:18]([F:21])=[CH:17][C:16]=1[N+:22]([O-:24])=[O:23].[CH3:25][O:26][C:27](=[O:45])[C:28]1[C:33]([O:34][CH3:35])=[CH:32][CH:31]=[CH:30][C:29]=1[O:36][C:37]1[CH:42]=[CH:41][C:40]([F:43])=[CH:39][C:38]=1[NH:44][C:3]([NH:46][C:47]1[S:48][CH:49]=[CH:50][N:51]=1)=[O:13]. (3) The reactants are [NH2:1][CH2:2][CH2:3][N:4]([CH3:15])[CH2:5][CH2:6][NH:7][C:8](=[O:14])[O:9][C:10]([CH3:13])([CH3:12])[CH3:11].[C:16](O)(=[O:23])[C:17]1[CH:22]=[CH:21][CH:20]=[N:19][CH:18]=1.CCN=C=NCCCN(C)C. The catalyst is CC#N.CCOC(C)=O. The product is [CH3:15][N:4]([CH2:3][CH2:2][NH:1][C:16](=[O:23])[C:17]1[CH:22]=[CH:21][CH:20]=[N:19][CH:18]=1)[CH2:5][CH2:6][NH:7][C:8](=[O:14])[O:9][C:10]([CH3:11])([CH3:12])[CH3:13]. The yield is 0.300.